This data is from Reaction yield outcomes from USPTO patents with 853,638 reactions. The task is: Predict the reaction yield, written as a fraction of the theoretical maximum amount of product (1.0 means a 100% yield; for example, 0.34 means a 34% yield). (1) The reactants are Cl[C:2]1[C:11]2[C:6](=[CH:7][CH:8]=[C:9]([Cl:12])[CH:10]=2)[N:5]([CH3:13])[C:4](=[O:14])[C:3]=1[C:15]#[N:16].[NH:17]1[CH2:22][CH2:21][NH:20][CH2:19][CH2:18]1. The catalyst is ClCCl. The product is [Cl:12][C:9]1[CH:10]=[C:11]2[C:6](=[CH:7][CH:8]=1)[N:5]([CH3:13])[C:4](=[O:14])[C:3]([C:15]#[N:16])=[C:2]2[N:17]1[CH2:22][CH2:21][NH:20][CH2:19][CH2:18]1. The yield is 0.990. (2) The reactants are [CH3:1][N:2]([CH3:7])[CH2:3][C:4](O)=[O:5].O=C1N(P(Cl)(N2CCOC2=O)=O)CCO1.CCN(CC)CC.[F:30][C:31]([F:36])([F:35])[C:32]([OH:34])=[O:33].[CH3:37][C:38]1([CH3:66])[CH2:43][CH2:42][C:41]([C:44]2[N:49]=[C:48]([CH:50]3[CH2:55][CH2:54][NH:53][CH2:52][CH2:51]3)[CH:47]=[CH:46][C:45]=2[NH:56][C:57]([C:59]2[NH:60][CH:61]=[C:62]([C:64]#[N:65])[N:63]=2)=[O:58])=[CH:40][CH2:39]1. The catalyst is C(Cl)Cl. The product is [F:30][C:31]([F:36])([F:35])[C:32]([OH:34])=[O:33].[CH3:1][N:2]([CH3:7])[CH2:3][C:4]([N:53]1[CH2:54][CH2:55][CH:50]([C:48]2[CH:47]=[CH:46][C:45]([NH:56][C:57]([C:59]3[NH:60][CH:61]=[C:62]([C:64]#[N:65])[N:63]=3)=[O:58])=[C:44]([C:41]3[CH2:42][CH2:43][C:38]([CH3:66])([CH3:37])[CH2:39][CH:40]=3)[N:49]=2)[CH2:51][CH2:52]1)=[O:5]. The yield is 0.530. (3) The reactants are [H-].[Na+].[CH3:3][CH:4]1[CH2:9][CH2:8][N:7]([C:10]([C:12]2[CH:20]=[CH:19][C:18]3[NH:17][C:16]4[CH2:21][CH2:22][N:23]([C:25]([O:27][C:28]([CH3:31])([CH3:30])[CH3:29])=[O:26])[CH2:24][C:15]=4[C:14]=3[CH:13]=2)=[O:11])[CH2:6][CH2:5]1.[CH2:32](Br)[CH:33]=[CH2:34]. The catalyst is CN(C=O)C. The product is [CH2:34]([N:17]1[C:18]2[CH:19]=[CH:20][C:12]([C:10]([N:7]3[CH2:8][CH2:9][CH:4]([CH3:3])[CH2:5][CH2:6]3)=[O:11])=[CH:13][C:14]=2[C:15]2[CH2:24][N:23]([C:25]([O:27][C:28]([CH3:30])([CH3:29])[CH3:31])=[O:26])[CH2:22][CH2:21][C:16]1=2)[CH:33]=[CH2:32]. The yield is 0.935.